Predict which catalyst facilitates the given reaction. From a dataset of Catalyst prediction with 721,799 reactions and 888 catalyst types from USPTO. (1) Reactant: [F:1][C:2]([F:12])([C:7]1[CH:11]=[CH:10][NH:9][N:8]=1)[C:3]([F:6])([F:5])[F:4].[OH-].[Na+].[Br:15]Br. Product: [Br:15][C:11]1[C:7]([C:2]([F:1])([F:12])[C:3]([F:6])([F:5])[F:4])=[N:8][NH:9][CH:10]=1. The catalyst class is: 6. (2) Reactant: [CH3:1][O:2][C:3]1[CH:8]=[CH:7][C:6]([CH2:9][CH2:10][C@H:11]2[CH2:16][NH:15][CH2:14][CH2:13][NH:12]2)=[CH:5][CH:4]=1.[CH3:17][C:18]1[S:27][C:26]2[NH:25][C:24]3[CH:28]=[CH:29][CH:30]=[CH:31][C:23]=3[N:22]=[C:21](N)[C:20]=2[N:19]=1.CN1CCCC1=O. Product: [CH3:1][O:2][C:3]1[CH:4]=[CH:5][C:6]([CH2:9][CH2:10][C@@H:11]2[NH:12][CH2:13][CH2:14][N:15]([C:21]3[C:20]4[N:19]=[C:18]([CH3:17])[S:27][C:26]=4[NH:25][C:24]4[CH:28]=[CH:29][CH:30]=[CH:31][C:23]=4[N:22]=3)[CH2:16]2)=[CH:7][CH:8]=1. The catalyst class is: 84. (3) Reactant: [Cl:1][C:2]1[CH:7]=[C:6]([N+:8]([O-])=O)[CH:5]=[CH:4][C:3]=1[N:11]1[CH2:16][CH2:15][N:14]([C:17](=[O:21])[CH:18]([CH3:20])[CH3:19])[CH2:13][CH2:12]1. Product: [NH2:8][C:6]1[CH:5]=[CH:4][C:3]([N:11]2[CH2:16][CH2:15][N:14]([C:17](=[O:21])[CH:18]([CH3:19])[CH3:20])[CH2:13][CH2:12]2)=[C:2]([Cl:1])[CH:7]=1. The catalyst class is: 14. (4) Reactant: [C:1]([O:5][C:6]([C@@H:8]([CH2:30][C:31]1[CH:36]=[CH:35][CH:34]=[CH:33][CH:32]=1)[C:9]([N:11]1[C:19]2[CH:18]=[C:17]([C:20]3[CH:25]=[CH:24][N:23]=[CH:22][CH:21]=3)[CH:16]=[C:15]([C:26]([O:28]C)=O)[C:14]=2[CH2:13][CH2:12]1)=[O:10])=[O:7])([CH3:4])([CH3:3])[CH3:2].[NH2:37][NH2:38]. Product: [C:1]([O:5][C:6]([C@@H:8]([CH2:30][C:31]1[CH:32]=[CH:33][CH:34]=[CH:35][CH:36]=1)[C:9]([N:11]1[C:19]2[CH:18]=[C:17]([C:20]3[CH:25]=[CH:24][N:23]=[CH:22][CH:21]=3)[CH:16]=[C:15]([C:26]([NH:37][NH2:38])=[O:28])[C:14]=2[CH2:13][CH2:12]1)=[O:10])=[O:7])([CH3:3])([CH3:2])[CH3:4]. The catalyst class is: 14. (5) Reactant: [C:1]([O:11]C)(=[O:10])[CH2:2]/[CH:3]=[CH:4]/[CH2:5][CH2:6][CH2:7][CH2:8][CH3:9].[Li+].[OH-]. Product: [C:1]([OH:11])(=[O:10])[CH2:2]/[CH:3]=[CH:4]/[CH2:5][CH2:6][CH2:7][CH2:8][CH3:9]. The catalyst class is: 87.